From a dataset of HIV replication inhibition screening data with 41,000+ compounds from the AIDS Antiviral Screen. Binary Classification. Given a drug SMILES string, predict its activity (active/inactive) in a high-throughput screening assay against a specified biological target. The drug is CC(C)OP(=O)(CN(C)C(F)=NC(F)(F)F)OC(C)C. The result is 0 (inactive).